Dataset: Reaction yield outcomes from USPTO patents with 853,638 reactions. Task: Predict the reaction yield, written as a fraction of the theoretical maximum amount of product (1.0 means a 100% yield; for example, 0.34 means a 34% yield). The product is [Cl:14][C:9]1[C:10]2[C@H:2]([CH3:1])[CH2:3][CH2:4][C:5]=2[N:6]=[CH:7][N:8]=1. The reactants are [CH3:1][C@H:2]1[C:10]2[C:9](O)=[N:8][CH:7]=[N:6][C:5]=2[CH2:4][CH2:3]1.O=P(Cl)(Cl)[Cl:14]. No catalyst specified. The yield is 0.490.